Dataset: Forward reaction prediction with 1.9M reactions from USPTO patents (1976-2016). Task: Predict the product of the given reaction. (1) Given the reactants [Cl:1][C:2]1[C:3]([CH3:28])=[C:4]([NH:10][C@H:11]([C@@H:25]([OH:27])[CH3:26])[C:12]([NH:14][NH:15][C:16](=[O:24])[C:17]2[CH:22]=[CH:21][C:20]([I:23])=[CH:19][CH:18]=2)=[O:13])[CH:5]=[CH:6][C:7]=1[C:8]#[N:9].N1C=CN=C1.[CH3:34][C:35]([Si:38](Cl)([CH3:40])[CH3:39])([CH3:37])[CH3:36], predict the reaction product. The product is: [Si:38]([O:27][C@@H:25]([CH3:26])[C@@H:11]([NH:10][C:4]1[CH:5]=[CH:6][C:7]([C:8]#[N:9])=[C:2]([Cl:1])[C:3]=1[CH3:28])[C:12]([NH:14][NH:15][C:16](=[O:24])[C:17]1[CH:22]=[CH:21][C:20]([I:23])=[CH:19][CH:18]=1)=[O:13])([C:35]([CH3:37])([CH3:36])[CH3:34])([CH3:40])[CH3:39]. (2) Given the reactants [CH3:1][O:2][C:3]([C:5]1[CH:13]=[CH:12][C:8]([C:9]([OH:11])=O)=[CH:7][CH:6]=1)=[O:4].C(N1C=CN=C1)(N1C=CN=C1)=O.[NH2:26][C:27]([CH3:31])([CH3:30])[CH2:28][OH:29], predict the reaction product. The product is: [OH:29][CH2:28][C:27]([NH:26][C:9]([C:8]1[CH:7]=[CH:6][C:5]([C:3]([O:2][CH3:1])=[O:4])=[CH:13][CH:12]=1)=[O:11])([CH3:31])[CH3:30]. (3) The product is: [F:7][C:8]([F:21])([F:20])[S:9]([O:12][C:23]1[CH:24]=[C:25]2[C:29](=[CH:30][CH:31]=1)[CH:28]([CH2:32][C:33]([O:35][CH3:36])=[O:34])[CH2:27][CH2:26]2)(=[O:11])=[O:10]. Given the reactants N1C=CC=CC=1.[F:7][C:8]([F:21])([F:20])[S:9]([O:12]S(C(F)(F)F)(=O)=O)(=[O:11])=[O:10].O[C:23]1[CH:24]=[C:25]2[C:29](=[CH:30][CH:31]=1)[CH:28]([CH2:32][C:33]([O:35][CH3:36])=[O:34])[CH2:27][CH2:26]2, predict the reaction product. (4) Given the reactants FC(F)(F)S(O[C:7]1[C:16]2[C:11](=[CH:12][C:13]([O:17][Si](C(C)(C)C)(C)C)=[CH:14][CH:15]=2)[O:10][C:9]([CH3:26])([CH3:25])[CH:8]=1)(=O)=O.[F:29][C:30]1[CH:35]=[CH:34][C:33](B(O)O)=[CH:32][CH:31]=1, predict the reaction product. The product is: [F:29][C:30]1[CH:35]=[CH:34][C:33]([C:7]2[C:16]3[C:11](=[CH:12][C:13]([OH:17])=[CH:14][CH:15]=3)[O:10][C:9]([CH3:25])([CH3:26])[CH:8]=2)=[CH:32][CH:31]=1. (5) Given the reactants [O:1]=[C:2]1[CH2:6][S:5][C:4](=[S:7])[N:3]1[C:8]1[CH:16]=[CH:15][C:11]([C:12]([OH:14])=[O:13])=[CH:10][CH:9]=1.[CH3:17][N:18]([C:20]1[CH:29]=[CH:28][C:23]([CH:24]=[CH:25][CH:26]=O)=[CH:22][CH:21]=1)[CH3:19].N1CCCCC1.Cl, predict the reaction product. The product is: [CH3:17][N:18]([CH3:19])[C:20]1[CH:29]=[CH:28][C:23]([CH:24]=[CH:25][CH:26]=[C:6]2[S:5][C:4](=[S:7])[N:3]([C:8]3[CH:9]=[CH:10][C:11]([C:12]([OH:14])=[O:13])=[CH:15][CH:16]=3)[C:2]2=[O:1])=[CH:22][CH:21]=1. (6) Given the reactants [C:1]1([C:7]2[CH:8]=[CH:9][C:10]3[N:11]([C:26]4[CH:31]=[CH:30][C:29]([OH:32])=[CH:28][CH:27]=4)[C:12]4[C:17]([C:18]=3[CH:19]=2)=[CH:16][C:15]([C:20]2[CH:25]=[CH:24][CH:23]=[CH:22][CH:21]=2)=[CH:14][CH:13]=4)[CH:6]=[CH:5][CH:4]=[CH:3][CH:2]=1.[H-].[Na+].Br[CH2:36][CH2:37][CH2:38][CH2:39][CH2:40][CH2:41][CH2:42][CH2:43][OH:44].O, predict the reaction product. The product is: [C:1]1([C:7]2[CH:8]=[CH:9][C:10]3[N:11]([C:26]4[CH:27]=[CH:28][C:29]([O:32][CH2:36][CH2:37][CH2:38][CH2:39][CH2:40][CH2:41][CH2:42][CH2:43][OH:44])=[CH:30][CH:31]=4)[C:12]4[C:17]([C:18]=3[CH:19]=2)=[CH:16][C:15]([C:20]2[CH:25]=[CH:24][CH:23]=[CH:22][CH:21]=2)=[CH:14][CH:13]=4)[CH:2]=[CH:3][CH:4]=[CH:5][CH:6]=1. (7) Given the reactants Br[CH:2]([C:8]1[CH:13]=[CH:12][CH:11]=[CH:10][CH:9]=1)[C:3](=O)[C:4]([OH:6])=[O:5].[CH3:14][C:15]1[C:22]([C:23](=[S:25])[NH2:24])=[C:18]2[S:19][CH:20]=[CH:21][N:17]2[N:16]=1, predict the reaction product. The product is: [CH3:14][C:15]1[C:22]([C:23]2[S:25][C:2]([C:8]3[CH:13]=[CH:12][CH:11]=[CH:10][CH:9]=3)=[C:3]([C:4]([OH:6])=[O:5])[N:24]=2)=[C:18]2[S:19][CH:20]=[CH:21][N:17]2[N:16]=1.